Dataset: NCI-60 drug combinations with 297,098 pairs across 59 cell lines. Task: Regression. Given two drug SMILES strings and cell line genomic features, predict the synergy score measuring deviation from expected non-interaction effect. (1) Drug 1: CC1=C2C(C(=O)C3(C(CC4C(C3C(C(C2(C)C)(CC1OC(=O)C(C(C5=CC=CC=C5)NC(=O)OC(C)(C)C)O)O)OC(=O)C6=CC=CC=C6)(CO4)OC(=O)C)OC)C)OC. Drug 2: CCCCC(=O)OCC(=O)C1(CC(C2=C(C1)C(=C3C(=C2O)C(=O)C4=C(C3=O)C=CC=C4OC)O)OC5CC(C(C(O5)C)O)NC(=O)C(F)(F)F)O. Cell line: OVCAR-8. Synergy scores: CSS=72.0, Synergy_ZIP=13.5, Synergy_Bliss=12.5, Synergy_Loewe=-9.40, Synergy_HSA=12.7. (2) Drug 1: CC1OCC2C(O1)C(C(C(O2)OC3C4COC(=O)C4C(C5=CC6=C(C=C35)OCO6)C7=CC(=C(C(=C7)OC)O)OC)O)O. Drug 2: C1CN(P(=O)(OC1)NCCCl)CCCl. Cell line: ACHN. Synergy scores: CSS=57.9, Synergy_ZIP=0.256, Synergy_Bliss=1.55, Synergy_Loewe=-46.0, Synergy_HSA=2.24. (3) Cell line: ACHN. Drug 2: CC1C(C(CC(O1)OC2CC(CC3=C2C(=C4C(=C3O)C(=O)C5=C(C4=O)C(=CC=C5)OC)O)(C(=O)C)O)N)O.Cl. Synergy scores: CSS=69.8, Synergy_ZIP=11.2, Synergy_Bliss=11.3, Synergy_Loewe=14.1, Synergy_HSA=15.7. Drug 1: COC1=C(C=C2C(=C1)N=CN=C2NC3=CC(=C(C=C3)F)Cl)OCCCN4CCOCC4. (4) Drug 1: CC1CCC2CC(C(=CC=CC=CC(CC(C(=O)C(C(C(=CC(C(=O)CC(OC(=O)C3CCCCN3C(=O)C(=O)C1(O2)O)C(C)CC4CCC(C(C4)OC)OCCO)C)C)O)OC)C)C)C)OC. Drug 2: C(CN)CNCCSP(=O)(O)O. Cell line: UACC-257. Synergy scores: CSS=-2.14, Synergy_ZIP=1.77, Synergy_Bliss=3.83, Synergy_Loewe=0.959, Synergy_HSA=0.645.